From a dataset of Full USPTO retrosynthesis dataset with 1.9M reactions from patents (1976-2016). Predict the reactants needed to synthesize the given product. (1) Given the product [C:1]([O:5][C@@H:6]([C:11]1[C:40]([CH3:41])=[C:39]([CH:42]([OH:43])[CH3:52])[C:38]2=[N:44][C:35]3=[CH:36][N:37]2[C:12]=1[N:13]1[CH2:14][CH2:15][C:16]([CH3:51])([O:17][CH2:18][CH2:19][CH2:20][CH2:21][C@H:22]([CH3:48])[O:23][C:24]2[CH:25]=[CH:26][C:27]([F:47])=[C:28]([F:46])[C:29]=2[C:30]2[CH:45]=[C:34]3[CH:33]=[CH:32][CH:31]=2)[CH2:49][CH2:50]1)[C:7]([O:9][CH3:10])=[O:8])([CH3:4])([CH3:2])[CH3:3], predict the reactants needed to synthesize it. The reactants are: [C:1]([O:5][C@@H:6]([C:11]1[C:40]([CH3:41])=[C:39]([CH:42]=[O:43])[C:38]2=[N:44][C:35]3=[CH:36][N:37]2[C:12]=1[N:13]1[CH2:50][CH2:49][C:16]([CH3:51])([O:17][CH2:18][CH2:19][CH2:20][CH2:21][C@H:22]([CH3:48])[O:23][C:24]2[CH:25]=[CH:26][C:27]([F:47])=[C:28]([F:46])[C:29]=2[C:30]2[CH:45]=[C:34]3[CH:33]=[CH:32][CH:31]=2)[CH2:15][CH2:14]1)[C:7]([O:9][CH3:10])=[O:8])([CH3:4])([CH3:3])[CH3:2].[CH3:52]N1CCCCC1CO.C[Zn]C. (2) Given the product [C:42]([C:46]1[CH:47]=[CH:48][C:49]([C:50]([NH:2][C@@H:3]2[CH2:8][CH2:7][CH2:6][N:5]([C:9]3[N:10]=[C:11]([NH:18][C:19]4[CH:20]=[CH:21][C:22]([C:25]([N:27]5[CH2:32][CH2:31][O:30][CH2:29][CH2:28]5)=[O:26])=[CH:23][CH:24]=4)[C:12]([C:15]([NH2:17])=[O:16])=[N:13][CH:14]=3)[CH2:4]2)=[O:51])=[CH:53][CH:54]=1)([CH3:45])([CH3:43])[CH3:44], predict the reactants needed to synthesize it. The reactants are: Cl.[NH2:2][C@@H:3]1[CH2:8][CH2:7][CH2:6][N:5]([C:9]2[N:10]=[C:11]([NH:18][C:19]3[CH:24]=[CH:23][C:22]([C:25]([N:27]4[CH2:32][CH2:31][O:30][CH2:29][CH2:28]4)=[O:26])=[CH:21][CH:20]=3)[C:12]([C:15]([NH2:17])=[O:16])=[N:13][CH:14]=2)[CH2:4]1.CCN(C(C)C)C(C)C.[C:42]([C:46]1[CH:54]=[CH:53][C:49]([C:50](Cl)=[O:51])=[CH:48][CH:47]=1)([CH3:45])([CH3:44])[CH3:43].